This data is from Forward reaction prediction with 1.9M reactions from USPTO patents (1976-2016). The task is: Predict the product of the given reaction. (1) Given the reactants F[C:2]1[CH:9]=[CH:8][C:5]([CH:6]=[O:7])=[C:4]([OH:10])[CH:3]=1.[C:11]([N:18]1[CH2:23][CH2:22][NH:21][CH2:20][CH2:19]1)([O:13][C:14]([CH3:17])([CH3:16])[CH3:15])=[O:12].C([O-])([O-])=O.[K+].[K+], predict the reaction product. The product is: [CH:6]([C:5]1[CH:8]=[CH:9][C:2]([N:21]2[CH2:20][CH2:19][N:18]([C:11]([O:13][C:14]([CH3:17])([CH3:16])[CH3:15])=[O:12])[CH2:23][CH2:22]2)=[CH:3][C:4]=1[OH:10])=[O:7]. (2) Given the reactants [NH2:1][C:2]1[CH:14]=[C:13]([CH2:15][CH2:16][C:17]2[CH:22]=[CH:21][CH:20]=[CH:19][CH:18]=2)[CH:12]=[CH:11][C:3]=1[C:4]([O:6][C:7]([CH3:10])([CH3:9])[CH3:8])=[O:5].Br[C:24]1[CH:29]=[CH:28][CH:27]=[CH:26][C:25]=1[C:30]([F:33])([F:32])[F:31].C(=O)([O-])[O-].[Cs+].[Cs+].C1(P(C2CCCCC2)C2C=CC=CC=2C2C(C(C)C)=CC(C(C)C)=CC=2C(C)C)CCCCC1, predict the reaction product. The product is: [CH2:15]([C:13]1[CH:12]=[CH:11][C:3]([C:4]([O:6][C:7]([CH3:10])([CH3:9])[CH3:8])=[O:5])=[C:2]([NH:1][C:24]2[CH:29]=[CH:28][CH:27]=[CH:26][C:25]=2[C:30]([F:33])([F:32])[F:31])[CH:14]=1)[CH2:16][C:17]1[CH:18]=[CH:19][CH:20]=[CH:21][CH:22]=1. (3) Given the reactants [C:1]([O:8]C)(=[O:7])[CH2:2][CH2:3][CH2:4][CH:5]=[CH2:6].B1C2CCCC1CCC2.P([O-])([O-])([O-])=O.[K+].[K+].[K+].Cl[C:28]1[CH:33]=[C:32]([N:34](COCC[Si](C)(C)C)COCC[Si](C)(C)C)[N:31]2[N:51]=[CH:52][C:53]([C:54]3[CH:55]=[N:56][C:57]4[C:62]([CH:63]=3)=[CH:61][CH:60]=[CH:59][CH:58]=4)=[C:30]2[N:29]=1, predict the reaction product. The product is: [NH2:34][C:32]1[N:31]2[N:51]=[CH:52][C:53]([C:54]3[CH:55]=[N:56][C:57]4[C:62]([CH:63]=3)=[CH:61][CH:60]=[CH:59][CH:58]=4)=[C:30]2[N:29]=[C:28]([CH2:6][CH2:5][CH2:4][CH2:3][CH2:2][C:1]([OH:8])=[O:7])[CH:33]=1. (4) Given the reactants [CH3:1][C:2]1[C:7]([C:8]([F:11])([F:10])[F:9])=[CH:6][CH:5]=[CH:4][C:3]=1[CH2:12][C:13]1[C:14]([NH2:18])=[N:15][NH:16][CH:17]=1.O=[C:20]([C:27]1[CH:32]=[CH:31][N:30]=[CH:29][CH:28]=1)[CH2:21][C:22](OCC)=[O:23], predict the reaction product. The product is: [CH3:1][C:2]1[C:7]([C:8]([F:9])([F:10])[F:11])=[CH:6][CH:5]=[CH:4][C:3]=1[CH2:12][C:13]1[CH:17]=[N:16][N:15]2[C:22]([OH:23])=[CH:21][C:20]([C:27]3[CH:32]=[CH:31][N:30]=[CH:29][CH:28]=3)=[N:18][C:14]=12. (5) Given the reactants [F:1][C:2]1[CH:3]=[C:4]([CH3:13])[C:5]([O:11][CH3:12])=[C:6]([CH:8]([NH2:10])[CH3:9])[CH:7]=1.F[C:15]1[CH:20]=[C:19]([F:21])[CH:18]=[CH:17][C:16]=1[S:22]([CH3:25])(=[O:24])=[O:23].C(N(C(C)C)CC)(C)C.ClCCl, predict the reaction product. The product is: [F:21][C:19]1[CH:20]=[CH:15][C:16]([S:22]([CH3:25])(=[O:24])=[O:23])=[C:17]([NH:10][CH:8]([C:6]2[CH:7]=[C:2]([F:1])[CH:3]=[C:4]([CH3:13])[C:5]=2[O:11][CH3:12])[CH3:9])[CH:18]=1. (6) Given the reactants Br[C:2]1[C:3]([CH2:8][C:9]2([OH:25])[C:17]3[C:12](=[CH:13][CH:14]=[C:15]([CH3:18])[CH:16]=3)[N:11]([CH2:19][CH2:20][CH:21]([CH3:23])[CH3:22])[C:10]2=[O:24])=[N:4][CH:5]=[CH:6][CH:7]=1.[CH3:26][C:27]1C=C2C(=C[CH:35]=1)N(CCC1C=CC=CC=1)C(=O)C2=O.CC1C=CC=CN=1, predict the reaction product. The product is: [OH:25][C:9]1([CH2:8][C:3]2[CH:2]=[CH:7][CH:6]=[CH:5][N:4]=2)[C:17]2[C:12](=[CH:13][CH:14]=[C:15]([CH3:18])[CH:16]=2)[N:11]([CH2:19][CH2:20][C:21]2[CH:23]=[CH:35][CH:27]=[CH:26][CH:22]=2)[C:10]1=[O:24].